Predict the reaction yield, written as a fraction of the theoretical maximum amount of product (1.0 means a 100% yield; for example, 0.34 means a 34% yield). From a dataset of Reaction yield outcomes from USPTO patents with 853,638 reactions. (1) The reactants are [Cl:1][C:2]1[C:7]2=[C:8]([CH3:11])[CH:9]=[CH:10][N:6]2[N:5]=[CH:4][N:3]=1.CC(N=NC(C#N)(C)C)(C#N)C.C1C(=O)N([Br:31])C(=O)C1. The catalyst is C(Cl)(Cl)(Cl)Cl. The product is [Br:31][CH2:11][C:8]1[CH:9]=[CH:10][N:6]2[C:7]=1[C:2]([Cl:1])=[N:3][CH:4]=[N:5]2. The yield is 0.920. (2) The reactants are Cl[C:2]1[N:7]=[CH:6][C:5]([S:8]([C:11]2[N:15]([C:16]3[CH:21]=[CH:20][CH:19]=[CH:18][C:17]=3[F:22])[N:14]=[C:13]([CH2:23][N:24]([CH3:32])[C:25](=[O:31])[O:26][C:27]([CH3:30])([CH3:29])[CH3:28])[CH:12]=2)(=[O:10])=[O:9])=[CH:4][CH:3]=1.C(N(CC)CC)C. The catalyst is CO.[C].[Pd]. The product is [F:22][C:17]1[CH:18]=[CH:19][CH:20]=[CH:21][C:16]=1[N:15]1[C:11]([S:8]([C:5]2[CH:6]=[N:7][CH:2]=[CH:3][CH:4]=2)(=[O:9])=[O:10])=[CH:12][C:13]([CH2:23][N:24]([CH3:32])[C:25](=[O:31])[O:26][C:27]([CH3:28])([CH3:29])[CH3:30])=[N:14]1. The yield is 0.860. (3) The reactants are [CH2:1]1[C:3]2([CH2:8][CH:7]([C:9]([NH2:11])=[O:10])[CH2:6][NH:5][CH2:4]2)[CH2:2]1.[C:12](=[O:30])([O-])[O:13][CH:14]1[CH2:19][CH2:18][O:17][CH:16](C2C=CC([N+]([O-])=O)=CC=2)[CH2:15]1.[CH3:31][CH2:32][N:33]([CH:37]([CH3:39])C)[CH:34]([CH3:36])[CH3:35].[CH2:40]1[CH2:44][O:43][CH2:42][CH2:41]1. No catalyst specified. The product is [CH2:42]([O:43][NH:11][C:9]([C@H:7]1[CH2:8][C:3]2([CH2:2][CH2:1]2)[CH2:4][N:5]([C:12]([O:13][CH:14]2[CH2:15][CH2:16][O:17][CH2:18][CH2:19]2)=[O:30])[C@@H:6]1[C:9]([N:11]1[CH2:31][CH2:32][N:33]([C:34]2[CH:35]=[CH:8][CH:7]=[CH:6][CH:36]=2)[CH2:37][CH2:39]1)=[O:10])=[O:10])[C:41]1[CH:40]=[CH:44][CH:3]=[CH:1][CH:2]=1. The yield is 1.00. (4) The reactants are [OH:1][C@@H:2]1[C:11]2[C:6](=[CH:7][CH:8]=[CH:9][CH:10]=2)[CH:5]=[CH:4][C@H:3]1[O:12][C:13](=[O:20])[CH2:14][C:15]([O:17][CH2:18][CH3:19])=[O:16].N1C=CN=C1.[Si:26](Cl)([C:29]([CH3:32])([CH3:31])[CH3:30])([CH3:28])[CH3:27]. The catalyst is ClCCl.CN(C1C=CC=CN=1)C. The product is [CH2:18]([O:17][C:15](=[O:16])[CH2:14][C:13]([O:12][C@@H:3]1[CH:4]=[CH:5][C:6]2[C:11](=[CH:10][CH:9]=[CH:8][CH:7]=2)[C@H:2]1[O:1][Si:26]([C:29]([CH3:32])([CH3:31])[CH3:30])([CH3:28])[CH3:27])=[O:20])[CH3:19]. The yield is 0.900. (5) The product is [N:1]1([CH2:6][C:7]2[CH:12]=[CH:11][CH:10]=[C:9]([NH2:13])[CH:8]=2)[CH:5]=[CH:4][N:3]=[CH:2]1. The catalyst is CO.O1CCOCC1. The yield is 0.900. The reactants are [N:1]1([CH2:6][C:7]2[CH:12]=[CH:11][CH:10]=[C:9]([NH:13]C(OC(C)(C)C)=O)[CH:8]=2)[CH:5]=[CH:4][N:3]=[CH:2]1.OS(O)(=O)=O. (6) The reactants are [CH3:1][O:2][C:3](=[O:9])[CH2:4][CH2:5]C(O)=O.C1(P(N=[N+]=[N-])(C2C=CC=CC=2)=[O:17])C=CC=CC=1.C([N:29]([CH2:32]C)CC)C.[NH2:34][C:35]1[N:43]=[CH:42][C:41]([Br:44])=[CH:40][C:36]=1[C:37]([OH:39])=[O:38]. The catalyst is C1(C)C=CC=CC=1.CC(=O)OCC. The product is [Br:44][C:41]1[CH:42]=[N:43][C:35]([NH:34][C:32]([NH:29][CH2:5][CH2:4][C:3]([O:2][CH3:1])=[O:9])=[O:17])=[C:36]([CH:40]=1)[C:37]([OH:39])=[O:38]. The yield is 0.393. (7) The reactants are [C:1]([C:5]1[C:9]([CH:10]=[O:11])=[CH:8][NH:7][N:6]=1)([CH3:4])([CH3:3])[CH3:2].Br[CH2:13][C:14]([NH:16][C:17]1[S:21][C:20]2[CH2:22][CH2:23][CH2:24][CH2:25][C:19]=2[C:18]=1[C:26]([NH:28][CH3:29])=[O:27])=[O:15].C(=O)([O-])[O-].[K+].[K+]. The catalyst is CN(C=O)C. The product is [C:1]([C:5]1[C:9]([CH:10]=[O:11])=[CH:8][N:7]([CH2:13][C:14]([NH:16][C:17]2[S:21][C:20]3[CH2:22][CH2:23][CH2:24][CH2:25][C:19]=3[C:18]=2[C:26]([NH:28][CH3:29])=[O:27])=[O:15])[N:6]=1)([CH3:4])([CH3:2])[CH3:3]. The yield is 0.910.